From a dataset of Catalyst prediction with 721,799 reactions and 888 catalyst types from USPTO. Predict which catalyst facilitates the given reaction. (1) Reactant: O.[C@@H]1([N:11]2[C:21]3[N:20]=[C:18]([NH2:19])[NH:17][C:15](=[O:16])[C:14]=3[N:13]=[CH:12]2)O[C@H](CO)[C@@H](O)[C@H]1O.[CH:22]1[C:31]2[C:26](=[CH:27][CH:28]=[CH:29][CH:30]=2)[CH:25]=[CH:24][C:23]=1[CH2:32]Br. Product: [NH2:19][C:18]1[N:20]([CH2:32][C:23]2[CH:24]=[CH:25][C:26]3[C:31](=[CH:30][CH:29]=[CH:28][CH:27]=3)[CH:22]=2)[C:21]2[N:11]=[CH:12][N:13]([CH2:32][C:23]3[CH:24]=[CH:25][C:26]4[C:31](=[CH:30][CH:29]=[CH:28][CH:27]=4)[CH:22]=3)[C:14]=2[C:15](=[O:16])[N:17]=1. The catalyst class is: 80. (2) Reactant: [F:1][C:2]1[C:7]([F:8])=[CH:6][CH:5]=[CH:4][C:3]=1[C:9]1([OH:14])[CH2:13][CH2:12][NH:11][CH2:10]1.[C:15](=O)([O-])[O-].[K+].[K+].[C:21](O)(=O)[C:22](O)=O. Product: [CH2:15]([N:11]1[CH2:12][CH2:13][C:9]([C:3]2[CH:4]=[CH:5][CH:6]=[C:7]([F:8])[C:2]=2[F:1])([OH:14])[CH2:10]1)[CH:21]=[CH2:22]. The catalyst class is: 10. (3) Reactant: C1CN([P+](Br)(N2CCCC2)N2CCCC2)CC1.F[P-](F)(F)(F)(F)F.[CH3:25][S:26]([C:29]1[CH:30]=[C:31]([CH:35]=[CH:36][CH:37]=1)[C:32]([OH:34])=O)(=[O:28])=[O:27].Cl.Cl.[N:40]1([CH:47]2[CH2:52][CH2:51][NH:50][CH2:49][CH2:48]2)[CH2:45][CH2:44][CH:43]([OH:46])[CH2:42][CH2:41]1.CCN(C(C)C)C(C)C. Product: [OH:46][CH:43]1[CH2:42][CH2:41][N:40]([CH:47]2[CH2:52][CH2:51][N:50]([C:32]([C:31]3[CH:35]=[CH:36][CH:37]=[C:29]([S:26]([CH3:25])(=[O:27])=[O:28])[CH:30]=3)=[O:34])[CH2:49][CH2:48]2)[CH2:45][CH2:44]1. The catalyst class is: 98. (4) Reactant: Cl[C:2](=[CH2:5])[C:3]#[N:4].C(=O)([O-])[O-].[K+].[K+].[C:12]1([C:14](=[CH:16][CH:17]=[CH:18][CH:19]=1)[OH:15])[OH:13]. Product: [O:13]1[C:12]2[CH:19]=[CH:18][CH:17]=[CH:16][C:14]=2[O:15][CH2:5][CH:2]1[C:3]#[N:4]. The catalyst class is: 21. (5) Reactant: [CH2:1]([C:3]1[CH:8]=[CH:7][C:6](Br)=[CH:5][CH:4]=1)[CH3:2].[Cl:10][C:11]1[N:16]=[C:15]([O:17][CH3:18])[C:14]([CH:19]=[O:20])=[CH:13][CH:12]=1.[Cl-].[NH4+]. Product: [Cl:10][C:11]1[N:16]=[C:15]([O:17][CH3:18])[C:14]([CH:19]([C:6]2[CH:7]=[CH:8][C:3]([CH2:1][CH3:2])=[CH:4][CH:5]=2)[OH:20])=[CH:13][CH:12]=1. The catalyst class is: 188.